Dataset: Catalyst prediction with 721,799 reactions and 888 catalyst types from USPTO. Task: Predict which catalyst facilitates the given reaction. (1) Reactant: [C:1]([O:5][C:6]([N:8]1[CH2:13][CH2:12][NH:11][CH2:10][CH2:9]1)=[O:7])([CH3:4])([CH3:3])[CH3:2].[CH2:14](Br)[C:15]#[CH:16].C(=O)([O-])[O-].[K+].[K+].[Br-]. Product: [C:1]([O:5][C:6]([N:8]1[CH2:13][CH2:12][N:11]([CH2:16][C:15]#[CH:14])[CH2:10][CH2:9]1)=[O:7])([CH3:4])([CH3:2])[CH3:3]. The catalyst class is: 245. (2) Reactant: N#N.[NH:3]1[C:7]2[CH:8]=[CH:9][CH:10]=[CH:11][C:6]=2[N:5]=[C:4]1[CH:12]([NH2:24])[CH2:13][C:14]1[CH:19]=[CH:18][C:17]([O:20][CH3:21])=[C:16]([F:22])[C:15]=1[F:23].[C:25](N1C=CN=C1)(N1C=CN=C1)=[O:26].O. Product: [F:23][C:15]1[C:16]([F:22])=[C:17]([O:20][CH3:21])[CH:18]=[CH:19][C:14]=1[CH2:13][CH:12]1[C:4]2=[N:5][C:6]3[CH:11]=[CH:10][CH:9]=[CH:8][C:7]=3[N:3]2[C:25](=[O:26])[NH:24]1. The catalyst class is: 1. (3) Reactant: [CH3:1][O:2][C:3]1[CH:8]=[C:7]([CH2:9][N:10]2C(=O)C3=CC=CC=C3C2=O)[CH:6]=[CH:5][C:4]=1[C:21]1[CH:26]=[CH:25][CH:24]=[CH:23][CH:22]=1.C(O)C. Product: [CH3:1][O:2][C:3]1[CH:8]=[C:7]([CH2:9][NH2:10])[CH:6]=[CH:5][C:4]=1[C:21]1[CH:26]=[CH:25][CH:24]=[CH:23][CH:22]=1. The catalyst class is: 22. (4) Reactant: [Cl:1][C:2]1[CH:8]=[CH:7][C:5]([NH2:6])=[CH:4][C:3]=1[C:9]1[N:14]2[N:15]=[CH:16][CH:17]=[C:13]2[N:12]=[CH:11][CH:10]=1.[N:18]1([CH2:24][C:25]2[CH:33]=[CH:32][C:28]([C:29](O)=[O:30])=[CH:27][C:26]=2[C:34]([F:37])([F:36])[F:35])[CH2:23][CH2:22][O:21][CH2:20][CH2:19]1.C(N(CC)C(C)C)(C)C.F[P-](F)(F)(F)(F)F.N1(O[P+](N2CCCC2)(N2CCCC2)N2CCCC2)C2C=CC=CC=2N=N1. Product: [Cl:1][C:2]1[CH:8]=[CH:7][C:5]([NH:6][C:29](=[O:30])[C:28]2[CH:32]=[CH:33][C:25]([CH2:24][N:18]3[CH2:19][CH2:20][O:21][CH2:22][CH2:23]3)=[C:26]([C:34]([F:37])([F:36])[F:35])[CH:27]=2)=[CH:4][C:3]=1[C:9]1[N:14]2[N:15]=[CH:16][CH:17]=[C:13]2[N:12]=[CH:11][CH:10]=1. The catalyst class is: 39. (5) Reactant: Br[C:2](Br)=[CH:3][C:4]1[C:8]([C:9]([F:12])([F:11])[F:10])=[C:7]([C:13]2[CH:18]=[CH:17][CH:16]=[CH:15][CH:14]=2)[O:6][N:5]=1.C([Li])CCC.CCCCCC.[CH2:31]=[O:32]. Product: [C:13]1([C:7]2[O:6][N:5]=[C:4]([C:3]#[C:2][CH2:31][OH:32])[C:8]=2[C:9]([F:12])([F:11])[F:10])[CH:18]=[CH:17][CH:16]=[CH:15][CH:14]=1. The catalyst class is: 116. (6) The catalyst class is: 5. Reactant: [F:1][C:2]1[CH:7]=[CH:6][CH:5]=[CH:4][C:3]=1[N:8]1[C:12]2[CH:13]=[CH:14][CH:15]=[CH:16][C:11]=2[N:10]([CH2:17][CH2:18][C@H:19]2[CH2:21][O:20]2)[S:9]1(=[O:23])=[O:22].[CH:24]1([NH2:30])[CH2:29][CH2:28][CH2:27][CH2:26][CH2:25]1. Product: [CH:24]1([NH:30][CH2:21][C@@H:19]([OH:20])[CH2:18][CH2:17][N:10]2[C:11]3[CH:16]=[CH:15][CH:14]=[CH:13][C:12]=3[N:8]([C:3]3[CH:4]=[CH:5][CH:6]=[CH:7][C:2]=3[F:1])[S:9]2(=[O:23])=[O:22])[CH2:29][CH2:28][CH2:27][CH2:26][CH2:25]1.